Dataset: Forward reaction prediction with 1.9M reactions from USPTO patents (1976-2016). Task: Predict the product of the given reaction. Given the reactants [CH3:1][N:2]1[CH2:7][CH2:6][N:5]([C:8]2[CH:9]=[CH:10][C:11]3[N:15]=[C:14]([C:16]4[C:28]5[C:27]6[C:22](=[CH:23][CH:24]=[CH:25][CH:26]=6)[C:21](=[N:29]O)[C:20]=5[CH:19]=[CH:18][CH:17]=4)[NH:13][C:12]=3[CH:31]=2)[CH2:4][CH2:3]1, predict the reaction product. The product is: [CH3:1][N:2]1[CH2:7][CH2:6][N:5]([C:8]2[CH:9]=[CH:10][C:11]3[N:15]=[C:14]([C:16]4[C:28]5[C:27]6[C:22](=[CH:23][CH:24]=[CH:25][CH:26]=6)[CH:21]([NH2:29])[C:20]=5[CH:19]=[CH:18][CH:17]=4)[NH:13][C:12]=3[CH:31]=2)[CH2:4][CH2:3]1.